Predict which catalyst facilitates the given reaction. From a dataset of Catalyst prediction with 721,799 reactions and 888 catalyst types from USPTO. (1) Reactant: [CH3:1][C:2]1([CH3:49])[O:7][C:6]2[CH:8]=[CH:9][C:10]([C@H:12]3[O:16][C:15](=[O:17])[N:14]([CH2:18][CH2:19][CH2:20][CH2:21][CH2:22][CH2:23][O:24][CH2:25][CH2:26][O:27][CH2:28][C:29]4[CH:34]=[CH:33][C:32]([N:35]=C(C5C=CC=CC=5)C5C=CC=CC=5)=[CH:31][CH:30]=4)[CH2:13]3)=[CH:11][C:5]=2[CH2:4][O:3]1.C([O-])(=O)C.[Na+].Cl.NO.P([O-])([O-])([O-])=O. Product: [NH2:35][C:32]1[CH:31]=[CH:30][C:29]([CH2:28][O:27][CH2:26][CH2:25][O:24][CH2:23][CH2:22][CH2:21][CH2:20][CH2:19][CH2:18][N:14]2[CH2:13][C@@H:12]([C:10]3[CH:9]=[CH:8][C:6]4[O:7][C:2]([CH3:1])([CH3:49])[O:3][CH2:4][C:5]=4[CH:11]=3)[O:16][C:15]2=[O:17])=[CH:34][CH:33]=1. The catalyst class is: 5. (2) Product: [O:23]1[CH2:24][CH2:25][CH:20]([N:12]2[CH:13]=[C:9]([B:4]3[O:5][C:6]([CH3:7])([CH3:8])[C:2]([CH3:14])([CH3:1])[O:3]3)[CH:10]=[N:11]2)[CH2:21][CH2:22]1. The catalyst class is: 35. Reactant: [CH3:1][C:2]1([CH3:14])[C:6]([CH3:8])([CH3:7])[O:5][B:4]([C:9]2[CH:10]=[N:11][NH:12][CH:13]=2)[O:3]1.CS(O[CH:20]1[CH2:25][CH2:24][O:23][CH2:22][CH2:21]1)(=O)=O.C([O-])([O-])=O.[Cs+].[Cs+].